Dataset: Aqueous solubility values for 9,982 compounds from the AqSolDB database. Task: Regression/Classification. Given a drug SMILES string, predict its absorption, distribution, metabolism, or excretion properties. Task type varies by dataset: regression for continuous measurements (e.g., permeability, clearance, half-life) or binary classification for categorical outcomes (e.g., BBB penetration, CYP inhibition). For this dataset (solubility_aqsoldb), we predict Y. (1) The Y is -3.10 log mol/L. The drug is OCC(O)C(O)C(O)C=NN(c1ccccc1)c1ccccc1. (2) The compound is Clc1ccc(Cl)c(-c2c(Cl)c(Cl)cc(Cl)c2Cl)c1Cl. The Y is -7.94 log mol/L. (3) The Y is 0.610 log mol/L. The compound is CC(O)CN(CCCN(C)C)CCCN(C)C. (4) The compound is CCCCC1CCC(C2CCC(=O)CC2)CC1. The Y is -6.37 log mol/L. (5) The compound is CN(C)CCOC(C)(c1ccccc1)c1ccccn1. The Y is -2.82 log mol/L. (6) The drug is CC(=O)C1CCC2C3CCC4=CC(=O)CCC4(C)C3C(O)CC12C. The Y is -3.82 log mol/L. (7) The drug is CCN1C(=O)c2ccccc2Oc2ccccc21. The Y is -3.68 log mol/L.